Dataset: Full USPTO retrosynthesis dataset with 1.9M reactions from patents (1976-2016). Task: Predict the reactants needed to synthesize the given product. (1) Given the product [CH3:17][C@@H:18]([CH2:22][CH:23]=[CH2:24])[C:19]([O:1][CH2:2][C@@H:3]([NH:10][C:11](=[O:16])[CH2:12][CH2:13][CH:14]=[CH2:15])[C:4]1[CH:9]=[CH:8][CH:7]=[CH:6][CH:5]=1)=[O:20], predict the reactants needed to synthesize it. The reactants are: [OH:1][CH2:2][C@@H:3]([NH:10][C:11](=[O:16])[CH2:12][CH2:13][CH:14]=[CH2:15])[C:4]1[CH:9]=[CH:8][CH:7]=[CH:6][CH:5]=1.[CH3:17][C@@H:18]([CH2:22][CH:23]=[CH2:24])[C:19](O)=[O:20]. (2) Given the product [CH3:17][O:18][C:19]1[CH:20]=[CH:21][C:22]([CH2:23][O:24][CH2:25][C:26]2[C:30]([C:7]3[CH:14]=[CH:13][CH:12]=[CH:11][C:8]=3[C:9]#[N:10])=[C:29]([CH3:31])[O:28][N:27]=2)=[CH:32][CH:33]=1, predict the reactants needed to synthesize it. The reactants are: C([O-])(=O)C.[K+].Br[C:7]1[CH:14]=[CH:13][CH:12]=[CH:11][C:8]=1[C:9]#[N:10].N#N.[CH3:17][O:18][C:19]1[CH:33]=[CH:32][C:22]([CH2:23][O:24][CH2:25][C:26]2[CH:30]=[C:29]([CH3:31])[O:28][N:27]=2)=[CH:21][CH:20]=1.